This data is from Forward reaction prediction with 1.9M reactions from USPTO patents (1976-2016). The task is: Predict the product of the given reaction. Given the reactants [Cl:1][C:2]1[N:3]=[C:4]([O:8][C:9]2[C:15]([CH3:16])=[CH:14][C:12]([NH2:13])=[C:11]([CH3:17])[CH:10]=2)[S:5][C:6]=1[Cl:7].CO[CH:20](OC)[N:21]([CH3:24])[CH2:22][CH3:23].C1CCCCC1.C(OCC)(=O)C, predict the reaction product. The product is: [Cl:1][C:2]1[N:3]=[C:4]([O:8][C:9]2[C:15]([CH3:16])=[CH:14][C:12]([N:13]=[CH:20][N:21]([CH2:22][CH3:23])[CH3:24])=[C:11]([CH3:17])[CH:10]=2)[S:5][C:6]=1[Cl:7].